This data is from Reaction yield outcomes from USPTO patents with 853,638 reactions. The task is: Predict the reaction yield, written as a fraction of the theoretical maximum amount of product (1.0 means a 100% yield; for example, 0.34 means a 34% yield). The reactants are [C:1]([O:7]C)(=O)[CH2:2][C:3]([CH3:5])=O.Cl.[CH:10]1([NH:16][NH2:17])[CH2:15][CH2:14][CH2:13][CH2:12][CH2:11]1.[OH-].[Na+]. No catalyst specified. The product is [CH:10]1([N:16]2[C:1](=[O:7])[CH2:2][C:3]([CH3:5])=[N:17]2)[CH2:15][CH2:14][CH2:13][CH2:12][CH2:11]1. The yield is 0.790.